Dataset: Full USPTO retrosynthesis dataset with 1.9M reactions from patents (1976-2016). Task: Predict the reactants needed to synthesize the given product. (1) Given the product [CH2:37]([N:44]1[CH2:45][C:46]([C:48]([OH:50])=[O:49])([C:51]([OH:53])=[O:52])[CH2:47]1)[C:38]1[CH:39]=[CH:40][CH:41]=[CH:42][CH:43]=1.[CH3:1][O:2][C:3]1[CH:4]=[C:5]2[C:10](=[CH:11][C:12]=1[O:13][CH3:14])[N:9]=[CH:8][CH:7]=[C:6]2[O:15][C:16]1[CH:17]=[CH:18][C:19]([NH:22][C:51]([C:46]2([C:48]([NH:28][C:27]3[CH:29]=[CH:30][C:24]([F:23])=[CH:25][CH:26]=3)=[O:49])[CH2:47][N:44]([CH2:37][C:38]3[CH:43]=[CH:42][CH:41]=[CH:40][CH:39]=3)[CH2:45]2)=[O:52])=[CH:20][CH:21]=1, predict the reactants needed to synthesize it. The reactants are: [CH3:1][O:2][C:3]1[CH:4]=[C:5]2[C:10](=[CH:11][C:12]=1[O:13][CH3:14])[N:9]=[CH:8][CH:7]=[C:6]2[O:15][C:16]1[CH:21]=[CH:20][C:19]([NH2:22])=[CH:18][CH:17]=1.[F:23][C:24]1[CH:30]=[CH:29][C:27]([NH2:28])=[CH:26][CH:25]=1.CC(N(C)C)=O.[CH2:37]([N:44]1[CH2:47][C:46]([C:51]([OH:53])=[O:52])([C:48]([OH:50])=[O:49])[CH2:45]1)[C:38]1[CH:43]=[CH:42][CH:41]=[CH:40][CH:39]=1. (2) Given the product [Cl:19][C:20]1[N:21]=[CH:22][N:23]([C:25]2[CH:31]=[CH:30][C:28]([NH:29][C:2]3[N:3]=[C:4]([NH:17][CH3:18])[C:5]4[CH2:10][CH2:9][CH:8]([C:11]5[CH:16]=[CH:15][CH:14]=[CH:13][CH:12]=5)[C:6]=4[N:7]=3)=[CH:27][C:26]=2[O:32][CH3:33])[CH:24]=1, predict the reactants needed to synthesize it. The reactants are: Cl[C:2]1[N:3]=[C:4]([NH:17][CH3:18])[C:5]2[CH2:10][CH2:9][CH:8]([C:11]3[CH:16]=[CH:15][CH:14]=[CH:13][CH:12]=3)[C:6]=2[N:7]=1.[Cl:19][C:20]1[N:21]=[CH:22][N:23]([C:25]2[CH:31]=[CH:30][C:28]([NH2:29])=[CH:27][C:26]=2[O:32][CH3:33])[CH:24]=1.